From a dataset of Catalyst prediction with 721,799 reactions and 888 catalyst types from USPTO. Predict which catalyst facilitates the given reaction. (1) Reactant: [NH2:1][C@@H:2]1[C:16](=[O:17])[N:15]2[CH2:18][C@H:19]([O:21][C:22]3[C:23]4[S:37][CH:36]=[CH:35][C:24]=4[N:25]=[C:26]([C:28]4[N:32]([CH3:33])[N:31]=[C:30]([CH3:34])[CH:29]=4)[N:27]=3)[CH2:20][C@H:14]2[C:13](=[O:38])[NH:12][C@:11]2([C:40]([O:42][CH3:43])=[O:41])[CH2:39][C@H:10]2[CH:9]=[CH:8][CH2:7][CH2:6][CH2:5][CH2:4][CH2:3]1.[CH:44]1([CH2:47][C:48](O)=[O:49])[CH2:46][CH2:45]1.C(N(C(C)C)CC)(C)C.CN(C(ON1N=NC2C=CC=NC1=2)=[N+](C)C)C.F[P-](F)(F)(F)(F)F.C(=O)(O)[O-].[Na+]. Product: [CH:44]1([CH2:47][C:48]([NH:1][C@@H:2]2[C:16](=[O:17])[N:15]3[CH2:18][C@H:19]([O:21][C:22]4[C:23]5[S:37][CH:36]=[CH:35][C:24]=5[N:25]=[C:26]([C:28]5[N:32]([CH3:33])[N:31]=[C:30]([CH3:34])[CH:29]=5)[N:27]=4)[CH2:20][C@H:14]3[C:13](=[O:38])[NH:12][C@:11]3([C:40]([O:42][CH3:43])=[O:41])[CH2:39][C@H:10]3[CH:9]=[CH:8][CH2:7][CH2:6][CH2:5][CH2:4][CH2:3]2)=[O:49])[CH2:46][CH2:45]1. The catalyst class is: 96. (2) Reactant: [C:1]([OH:9])(=[O:8])[C:2]1[CH:7]=[CH:6][CH:5]=[CH:4][CH:3]=1.[C:10]([OH:18])(=[O:17])[C:11]1[CH:16]=[CH:15][CH:14]=[CH:13][CH:12]=1.[C:19]([OH:27])(=[O:26])[C:20]1[CH:25]=[CH:24][CH:23]=[CH:22][CH:21]=1.O[C@@:29]1([O:39]C)[C@@H:33]([OH:34])[C@@H:32]([CH2:35][OH:36])[O:31][C@H:30]1[C:37]#[N:38].N[C:42]1[CH:47]=[CH:46][CH:45]=[CH:44][C:43]=1[SH:48]. Product: [C:1]([OH:9])(=[O:8])[C:2]1[CH:7]=[CH:6][CH:5]=[CH:4][CH:3]=1.[C:10]([OH:18])(=[O:17])[C:11]1[CH:16]=[CH:15][CH:14]=[CH:13][CH:12]=1.[C:19]([OH:27])(=[O:26])[C:20]1[CH:25]=[CH:24][CH:23]=[CH:22][CH:21]=1.[S:48]1[C:43]2[CH:44]=[CH:45][CH:46]=[CH:47][C:42]=2[N:38]=[C:37]1[C@H:30]1[C@H:29]([OH:39])[C@H:33]([OH:34])[C@@H:32]([CH2:35][OH:36])[O:31]1. The catalyst class is: 8. (3) Reactant: [NH:1]1[CH:5]=[C:4]([C:6]([NH2:8])=[O:7])[N:3]=[CH:2]1.[H-].[Na+].[CH2:11]([O:18][C@@H:19]([CH3:36])[C@@H:20](OS(C)(=O)=O)[CH2:21][CH2:22][C:23]1[CH:28]=[CH:27][CH:26]=[CH:25][C:24]=1[S:29][CH3:30])[C:12]1[CH:17]=[CH:16][CH:15]=[CH:14][CH:13]=1.O. Product: [CH2:11]([O:18][C@H:19]([C@H:20]([N:1]1[CH:5]=[C:4]([C:6]([NH2:8])=[O:7])[N:3]=[CH:2]1)[CH2:21][CH2:22][C:23]1[CH:28]=[CH:27][CH:26]=[CH:25][C:24]=1[S:29][CH3:30])[CH3:36])[C:12]1[CH:17]=[CH:16][CH:15]=[CH:14][CH:13]=1. The catalyst class is: 3. (4) Reactant: [CH3:1][O:2][C:3]1[CH:18]=[C:17]([CH2:19][NH:20][CH2:21][CH2:22][CH:23]2[CH2:28][CH2:27][O:26][CH2:25][CH2:24]2)[CH:16]=[CH:15][C:4]=1[O:5][C:6]1[CH:14]=[CH:13][C:9]([C:10]([NH2:12])=[O:11])=[CH:8][N:7]=1.[CH3:29][S:30]([OH:33])(=[O:32])=[O:31]. Product: [CH3:29][S:30]([OH:33])(=[O:32])=[O:31].[CH3:1][O:2][C:3]1[CH:18]=[C:17]([CH2:19][NH:20][CH2:21][CH2:22][CH:23]2[CH2:24][CH2:25][O:26][CH2:27][CH2:28]2)[CH:16]=[CH:15][C:4]=1[O:5][C:6]1[CH:14]=[CH:13][C:9]([C:10]([NH2:12])=[O:11])=[CH:8][N:7]=1. The catalyst class is: 36. (5) Reactant: O.NN.[NH2:4][CH2:5][CH2:6][CH2:7][P:8](=[O:15])([O:12][CH2:13][CH3:14])[O:9][CH2:10][CH3:11]. Product: [C:5]([CH2:6][CH2:7][P:8](=[O:15])([O:12][CH2:13][CH3:14])[O:9][CH2:10][CH3:11])#[N:4]. The catalyst class is: 8. (6) Reactant: [CH3:1][O:2][C:3]1[CH:4]=[C:5]([CH:49]=[CH:50][CH:51]=1)[CH2:6][N:7]([CH2:15][C@@H:16]([OH:48])[C@@H:17]([NH:27][C:28](=[O:47])[C:29]1[CH:34]=[C:33]([NH:35][C:36](=[O:43])[C:37]2[CH:42]=[CH:41][CH:40]=[CH:39][CH:38]=2)[CH:32]=[C:31]([C:44](=O)[CH3:45])[CH:30]=1)[CH2:18][C:19]1[CH:24]=[C:23]([F:25])[CH:22]=[C:21]([F:26])[CH:20]=1)[C:8](=[O:14])[O:9][C:10]([CH3:13])([CH3:12])[CH3:11].Cl.[OH:53][NH2:54]. Product: [CH3:1][O:2][C:3]1[CH:4]=[C:5]([CH:49]=[CH:50][CH:51]=1)[CH2:6][N:7]([CH2:15][C@@H:16]([OH:48])[C@@H:17]([NH:27][C:28](=[O:47])[C:29]1[CH:30]=[C:31](/[C:44](=[N:54]/[OH:53])/[CH3:45])[CH:32]=[C:33]([NH:35][C:36](=[O:43])[C:37]2[CH:42]=[CH:41][CH:40]=[CH:39][CH:38]=2)[CH:34]=1)[CH2:18][C:19]1[CH:20]=[C:21]([F:26])[CH:22]=[C:23]([F:25])[CH:24]=1)[C:8](=[O:14])[O:9][C:10]([CH3:12])([CH3:11])[CH3:13]. The catalyst class is: 8. (7) The catalyst class is: 61. Product: [C:33]([NH:1][C:2]1[CH:7]=[CH:6][C:5]([C:8]2[C:12]([CH2:13][N:14]([CH3:26])[CH2:15][CH2:16][N:17]([CH3:25])[C:18](=[O:24])[O:19][C:20]([CH3:23])([CH3:22])[CH3:21])=[CH:11][N:10]([CH:27]3[CH2:32][CH2:31][CH2:30][CH2:29][O:28]3)[N:9]=2)=[CH:4][CH:3]=1)(=[O:37])[C:34]([CH3:36])=[CH2:35]. Reactant: [NH2:1][C:2]1[CH:7]=[CH:6][C:5]([C:8]2[C:12]([CH2:13][N:14]([CH3:26])[CH2:15][CH2:16][N:17]([CH3:25])[C:18](=[O:24])[O:19][C:20]([CH3:23])([CH3:22])[CH3:21])=[CH:11][N:10]([CH:27]3[CH2:32][CH2:31][CH2:30][CH2:29][O:28]3)[N:9]=2)=[CH:4][CH:3]=1.[C:33](Cl)(=[O:37])[C:34]([CH3:36])=[CH2:35].O.